This data is from Full USPTO retrosynthesis dataset with 1.9M reactions from patents (1976-2016). The task is: Predict the reactants needed to synthesize the given product. (1) The reactants are: [Cl:1][C:2]1[CH:7]=[C:6]([Cl:8])[CH:5]=[CH:4][C:3]=1[C:9]1[NH:14][C:13](=[O:15])[C:12]([C:16]([OH:18])=[O:17])=[CH:11][C:10]=1[C:19]1[CH:24]=[CH:23][C:22]([F:25])=[CH:21][CH:20]=1.OS(O)(=O)=O.[CH3:31]O. Given the product [Cl:1][C:2]1[CH:7]=[C:6]([Cl:8])[CH:5]=[CH:4][C:3]=1[C:9]1[NH:14][C:13](=[O:15])[C:12]([C:16]([O:18][CH3:31])=[O:17])=[CH:11][C:10]=1[C:19]1[CH:20]=[CH:21][C:22]([F:25])=[CH:23][CH:24]=1, predict the reactants needed to synthesize it. (2) Given the product [C:27]([O:26][C@@H:20]([C:7]1[C:6]([CH3:31])=[CH:5][C:4]2[C:9](=[CH:10][CH:11]=[C:2]([C:32]#[C:33][CH3:34])[CH:3]=2)[C:8]=1[O:12][S:13]([C:16]([F:19])([F:17])[F:18])(=[O:15])=[O:14])[C:21]([O:23][CH2:24][CH3:25])=[O:22])([CH3:28])([CH3:29])[CH3:30], predict the reactants needed to synthesize it. The reactants are: Br[C:2]1[CH:3]=[C:4]2[C:9](=[CH:10][CH:11]=1)[C:8]([O:12][S:13]([C:16]([F:19])([F:18])[F:17])(=[O:15])=[O:14])=[C:7]([C@H:20]([O:26][C:27]([CH3:30])([CH3:29])[CH3:28])[C:21]([O:23][CH2:24][CH3:25])=[O:22])[C:6]([CH3:31])=[CH:5]2.[C:32]([Sn](CCCC)(CCCC)CCCC)#[C:33][CH3:34].C([O-])(O)=O.[Na+].C(N(CC)CC)C.